Dataset: Full USPTO retrosynthesis dataset with 1.9M reactions from patents (1976-2016). Task: Predict the reactants needed to synthesize the given product. (1) Given the product [OH:12][CH2:11][C:9]1[CH:8]=[CH:7][C:5]2[N:6]=[C:2]([NH:22][C@@H:23]3[CH2:28][CH2:27][CH2:26][CH2:25][C@H:24]3[OH:29])[S:3][C:4]=2[CH:10]=1, predict the reactants needed to synthesize it. The reactants are: Br[C:2]1[S:3][C:4]2[CH:10]=[C:9]([CH2:11][OH:12])[CH:8]=[CH:7][C:5]=2[N:6]=1.CCN(C(C)C)C(C)C.[NH2:22][C@@H:23]1[CH2:28][CH2:27][CH2:26][CH2:25][C@H:24]1[OH:29]. (2) Given the product [Cl:8][C:9]1[C:14]([F:15])=[C:13]([Cl:16])[CH:12]=[CH:11][C:10]=1[C:17]([N:19]1[CH2:28][CH2:27][C:26]2[C:25]([C:29]3[NH:33][N:32]=[CH:31][CH:30]=3)=[N:24][CH:23]=[N:22][C:21]=2[CH2:20]1)=[O:18], predict the reactants needed to synthesize it. The reactants are: C(O)(C(F)(F)F)=O.[Cl:8][C:9]1[C:14]([F:15])=[C:13]([Cl:16])[CH:12]=[CH:11][C:10]=1[C:17]([N:19]1[CH2:28][CH2:27][C:26]2[C:25]([C:29]3[N:33](C4CCCCO4)[N:32]=[CH:31][CH:30]=3)=[N:24][CH:23]=[N:22][C:21]=2[CH2:20]1)=[O:18].C([SiH](CC)CC)C. (3) Given the product [CH3:12][C:7]([CH3:13])([CH2:8][C:9]([O:11][C@H:39]1[CH2:38][CH2:37][C@@:36]2([CH3:53])[C@@H:41]([CH2:42][CH2:43][C@:44]3([CH3:49])[C@@H:35]2[CH2:34][CH2:33][C@H:32]2[C@@:45]3([CH3:48])[CH2:46][CH2:47][C@@:30]3([C@@H:28]4[O:27][C:26](=[O:61])[N:25]([C:22]5([C:19]6[N:18]=[CH:17][C:16]([Cl:15])=[CH:21][N:20]=6)[CH2:23][CH2:24]5)[CH2:29]4)[CH2:56][C:55](=[O:57])[C:54]([CH:58]([CH3:60])[CH3:59])=[C:31]32)[C:40]1([CH3:51])[CH3:50])=[O:10])[C:6]([O:5][C:1]([CH3:4])([CH3:2])[CH3:3])=[O:14].[CH3:12][C:7]([CH3:13])([CH2:8][C:9]([O:52][C@H:39]1[CH2:38][CH2:37][C@@:36]2([CH3:53])[C@@H:41]([CH2:42][CH2:43][C@:44]3([CH3:49])[C@@H:35]2[CH2:34][CH2:33][C@H:32]2[C@@:45]3([CH3:48])[CH2:46][CH2:47][C@@:30]3([C@H:28]4[O:27][C:26](=[O:61])[N:25]([C:22]5([C:19]6[N:20]=[CH:21][C:16]([Cl:15])=[CH:17][N:18]=6)[CH2:24][CH2:23]5)[CH2:29]4)[CH2:56][C:55](=[O:57])[C:54]([CH:58]([CH3:59])[CH3:60])=[C:31]32)[C:40]1([CH3:50])[CH3:51])=[O:10])[C:6]([O:5][C:1]([CH3:2])([CH3:3])[CH3:4])=[O:14], predict the reactants needed to synthesize it. The reactants are: [C:1]([O:5][C:6](=[O:14])[C:7]([CH3:13])([CH3:12])[CH2:8][C:9]([OH:11])=[O:10])([CH3:4])([CH3:3])[CH3:2].[Cl:15][C:16]1[CH:17]=[N:18][C:19]([C:22]2([N:25]3[CH2:29][CH:28]([C@:30]45[CH2:56][C:55](=[O:57])[C:54]([CH:58]([CH3:60])[CH3:59])=[C:31]4[C@@H:32]4[C@@:45]([CH3:48])([CH2:46][CH2:47]5)[C@@:44]5([CH3:49])[C@@H:35]([C@:36]6([CH3:53])[C@@H:41]([CH2:42][CH2:43]5)[C:40]([CH3:51])([CH3:50])[C@@H:39]([OH:52])[CH2:38][CH2:37]6)[CH2:34][CH2:33]4)[O:27][C:26]3=[O:61])[CH2:24][CH2:23]2)=[N:20][CH:21]=1.C(Cl)CCl. (4) Given the product [S:1]1[C:5]2[CH:6]=[CH:7][CH:8]=[CH:9][C:4]=2[N:3]=[C:2]1[NH:10][C:11]([C:13]1[CH:14]=[CH:15][CH:16]=[C:17]2[C:22]=1[CH2:21][N:20]([C:23]1[N:28]=[C:27]([C:29]([O:31][C:32]([CH3:35])([CH3:34])[CH3:33])=[O:30])[C:26]([C:6]3[CH:5]=[CH:4][C:9]([CH3:8])=[C:47]([O:48][C:49]4[CH:50]=[CH:21][CH:22]=[CH:13][CH:11]=4)[CH:46]=3)=[CH:25][CH:24]=1)[CH2:19][CH2:18]2)=[O:12], predict the reactants needed to synthesize it. The reactants are: [S:1]1[C:5]2[CH:6]=[CH:7][CH:8]=[CH:9][C:4]=2[N:3]=[C:2]1[NH:10][C:11]([C:13]1[CH:14]=[CH:15][CH:16]=[C:17]2[C:22]=1[CH2:21][N:20]([C:23]1[N:28]=[C:27]([C:29]([O:31][C:32]([CH3:35])([CH3:34])[CH3:33])=[O:30])[C:26](B3OC(C)(C)C(C)(C)O3)=[CH:25][CH:24]=1)[CH2:19][CH2:18]2)=[O:12].O1[CH2:50][CH2:49][O:48][CH2:47][CH2:46]1. (5) Given the product [Cl:28][C:29]1[CH:30]=[C:31]([CH:34]=[CH:35][C:36]=1[F:37])[CH2:32][NH:33][C:13]([C:10]1[S:11][CH:12]=[C:8]([C:5]2[CH:4]=[CH:3][C:2]([Cl:1])=[CH:7][CH:6]=2)[N:9]=1)=[O:15], predict the reactants needed to synthesize it. The reactants are: [Cl:1][C:2]1[CH:7]=[CH:6][C:5]([C:8]2[N:9]=[C:10]([C:13]([OH:15])=O)[S:11][CH:12]=2)=[CH:4][CH:3]=1.C1N=CN(C(N2C=NC=C2)=O)C=1.[Cl:28][C:29]1[CH:30]=[C:31]([CH:34]=[CH:35][C:36]=1[F:37])[CH2:32][NH2:33]. (6) The reactants are: CC1(C)[O:6][C@H:5]([CH2:7][O:8][C:9]2[CH:14]=[CH:13][C:12]([C:15]([C:20]3[CH:25]=[CH:24][C:23]([C:26]#[C:27][C:28]([C:34]([F:37])([F:36])[F:35])([OH:33])[C:29]([F:32])([F:31])[F:30])=[C:22]([CH3:38])[CH:21]=3)([CH2:18][CH3:19])[CH2:16][CH3:17])=[CH:11][C:10]=2[CH3:39])[CH2:4][O:3]1.Cl.O. Given the product [CH2:16]([C:15]([C:12]1[CH:13]=[CH:14][C:9]([O:8][CH2:7][C@@H:5]([OH:6])[CH2:4][OH:3])=[C:10]([CH3:39])[CH:11]=1)([C:20]1[CH:25]=[CH:24][C:23]([C:26]#[C:27][C:28]([OH:33])([C:34]([F:35])([F:36])[F:37])[C:29]([F:32])([F:31])[F:30])=[C:22]([CH3:38])[CH:21]=1)[CH2:18][CH3:19])[CH3:17], predict the reactants needed to synthesize it. (7) Given the product [CH2:1]([O:3][C:4](=[O:18])[C:5]([CH3:7])([O:8][C:9]1[CH:10]=[CH:11][C:12]([CH2:15][CH2:16][NH:17][C:22]([C:21]2[C:20]([CH3:19])=[N:28][C:27]([C:29]3[CH:34]=[CH:33][C:32]([C:35]([F:38])([F:36])[F:37])=[CH:31][CH:30]=3)=[CH:26][CH:25]=2)=[O:23])=[CH:13][CH:14]=1)[CH3:6])[CH3:2], predict the reactants needed to synthesize it. The reactants are: [CH2:1]([O:3][C:4](=[O:18])[C:5]([O:8][C:9]1[CH:14]=[CH:13][C:12]([CH2:15][CH2:16][NH2:17])=[CH:11][CH:10]=1)([CH3:7])[CH3:6])[CH3:2].[CH3:19][C:20]1[N:28]=[C:27]([C:29]2[CH:34]=[CH:33][C:32]([C:35]([F:38])([F:37])[F:36])=[CH:31][CH:30]=2)[CH:26]=[CH:25][C:21]=1[C:22](O)=[O:23].COC(=O)C1C=CC(C2C=CC(C(F)(F)F)=CC=2)=NC=1C. (8) Given the product [Cl:1][C:2]1[CH:3]=[CH:4][C:5]([OH:10])=[C:6]([CH:9]=1)[CH2:7][N:24]1[CH2:25][CH2:26][CH:21]([N:20]2[C:19](=[O:27])[C:18]([C:36]3[CH:37]=[CH:38][C:39]([O:42][CH3:43])=[CH:40][CH:41]=3)([C:28]3[CH:29]=[CH:30][C:31]([O:34][CH3:35])=[CH:32][CH:33]=3)[NH:17][C:16]2=[NH:15])[CH2:22][CH2:23]1, predict the reactants needed to synthesize it. The reactants are: [Cl:1][C:2]1[CH:9]=[C:6]([CH:7]=O)[C:5]([OH:10])=[CH:4][CH:3]=1.C([BH3-])#N.[Na+].[NH:15]=[C:16]1[N:20]([CH:21]2[CH2:26][CH2:25][NH:24][CH2:23][CH2:22]2)[C:19](=[O:27])[C:18]([C:36]2[CH:41]=[CH:40][C:39]([O:42][CH3:43])=[CH:38][CH:37]=2)([C:28]2[CH:33]=[CH:32][C:31]([O:34][CH3:35])=[CH:30][CH:29]=2)[NH:17]1. (9) Given the product [F:21][C:20]([F:23])([F:22])[C:16]1[CH:15]=[C:14]([C:8]2[C:7]3[CH:24]=[C:3]([O:2][CH3:1])[C:4]([O:25][CH3:26])=[CH:5][C:6]=3[N:12]([CH2:30][CH2:31][CH3:32])[C:11](=[O:13])[CH2:10][N:9]=2)[CH:19]=[CH:18][CH:17]=1, predict the reactants needed to synthesize it. The reactants are: [CH3:1][O:2][C:3]1[C:4]([O:25][CH3:26])=[CH:5][C:6]2[NH:12][C:11](=[O:13])[CH2:10][N:9]=[C:8]([C:14]3[CH:19]=[CH:18][CH:17]=[C:16]([C:20]([F:23])([F:22])[F:21])[CH:15]=3)[C:7]=2[CH:24]=1.IC.Br[CH2:30][CH2:31][CH3:32].